From a dataset of Full USPTO retrosynthesis dataset with 1.9M reactions from patents (1976-2016). Predict the reactants needed to synthesize the given product. Given the product [Br:1][C:2]1[CH:3]=[C:4]2[C:9](=[CH:10][CH:11]=1)[C:8](=[O:12])[NH:7][C:6](=[O:13])/[C:5]/2=[CH:14]\[NH:18][CH2:19][C:20]1[CH:25]=[C:24]([OH:26])[C:23]([O:27][CH3:28])=[C:22]([OH:29])[CH:21]=1, predict the reactants needed to synthesize it. The reactants are: [Br:1][C:2]1[CH:3]=[C:4]2[C:9](=[CH:10][CH:11]=1)[C:8](=[O:12])[NH:7][C:6](=[O:13])[C:5]2=[CH:14]OC.Cl.[NH2:18][CH2:19][C:20]1[CH:21]=[C:22]([OH:29])[C:23]([O:27][CH3:28])=[C:24]([OH:26])[CH:25]=1.CCN(CC)CC.O.